From a dataset of Reaction yield outcomes from USPTO patents with 853,638 reactions. Predict the reaction yield, written as a fraction of the theoretical maximum amount of product (1.0 means a 100% yield; for example, 0.34 means a 34% yield). (1) The reactants are Br[C:2]1[S:6][C:5]2=[N:7][C:8]([C:10]3[O:11][C:12]4[CH:18]=[C:17]([F:19])[CH:16]=[C:15]([O:20][CH2:21][C:22]5[N:23]=[C:24]([C:27]6[CH:32]=[CH:31][CH:30]=[CH:29][CH:28]=6)[S:25][CH:26]=5)[C:13]=4[CH:14]=3)=[CH:9][N:4]2[N:3]=1.[CH3:33][OH:34].C[O-].[Na+]. The catalyst is ClCCl. The product is [F:19][C:17]1[CH:16]=[C:15]([O:20][CH2:21][C:22]2[N:23]=[C:24]([C:27]3[CH:32]=[CH:31][CH:30]=[CH:29][CH:28]=3)[S:25][CH:26]=2)[C:13]2[CH:14]=[C:10]([C:8]3[N:7]=[C:5]4[N:4]([CH:9]=3)[N:3]=[C:2]([O:34][CH3:33])[S:6]4)[O:11][C:12]=2[CH:18]=1. The yield is 0.640. (2) The yield is 0.760. The reactants are [CH3:1][C:2]1[CH:7]=[C:6]([C:8]2[CH:13]=[CH:12][C:11](SC)=[CH:10][CH:9]=2)[NH:5][C:4](=[O:16])[CH:3]=1.O[O:18][S:19]([O-:21])=O.[K+].[CH3:23]O. The product is [CH3:1][C:2]1[CH:7]=[C:6]([C:8]2[CH:13]=[CH:12][C:11]([S:19]([CH3:23])(=[O:21])=[O:18])=[CH:10][CH:9]=2)[NH:5][C:4](=[O:16])[CH:3]=1. The catalyst is O. (3) The reactants are C([O:3][CH:4](OCC)[CH2:5][CH2:6][NH:7][C:8](=[O:37])[CH2:9][CH2:10][CH2:11][CH2:12][CH2:13][CH2:14][CH2:15][CH2:16][CH2:17][CH2:18][NH:19][C:20](=[O:36])[O:21][CH2:22][CH:23]1[C:35]2[CH:34]=[CH:33][CH:32]=[CH:31][C:30]=2[C:29]2[C:24]1=[CH:25][CH:26]=[CH:27][CH:28]=2)C.Cl. The catalyst is O1CCCC1. The product is [CH:25]1[C:24]2[CH:23]([CH2:22][O:21][C:20](=[O:36])[NH:19][CH2:18][CH2:17][CH2:16][CH2:15][CH2:14][CH2:13][CH2:12][CH2:11][CH2:10][CH2:9][C:8](=[O:37])[NH:7][CH2:6][CH2:5][CH:4]=[O:3])[C:35]3[C:30](=[CH:31][CH:32]=[CH:33][CH:34]=3)[C:29]=2[CH:28]=[CH:27][CH:26]=1. The yield is 0.840. (4) The reactants are C(O[C:5](=[O:7])[CH3:6])(=O)C.[CH3:8][C:9]1[N:13]([CH:14]([CH3:16])[CH3:15])[C:12]([C:17]2[CH:22]=[CH:21][N:20]=[C:19]([NH:23][CH:24]3[CH2:28][CH2:27][NH:26][CH2:25]3)[N:18]=2)=[CH:11][N:10]=1.O. The catalyst is C(Cl)Cl. The product is [CH3:8][C:9]1[N:13]([CH:14]([CH3:16])[CH3:15])[C:12]([C:17]2[CH:22]=[CH:21][N:20]=[C:19]([NH:23][CH:24]3[CH2:28][CH2:27][N:26]([C:5](=[O:7])[CH3:6])[CH2:25]3)[N:18]=2)=[CH:11][N:10]=1. The yield is 0.690.